This data is from Peptide-MHC class I binding affinity with 185,985 pairs from IEDB/IMGT. The task is: Regression. Given a peptide amino acid sequence and an MHC pseudo amino acid sequence, predict their binding affinity value. This is MHC class I binding data. (1) The peptide sequence is GEYRSGNNL. The MHC is HLA-A01:01 with pseudo-sequence HLA-A01:01. The binding affinity (normalized) is 0.0847. (2) The peptide sequence is KRIKGTIMT. The MHC is Mamu-B08 with pseudo-sequence Mamu-B08. The binding affinity (normalized) is 0.317. (3) The MHC is HLA-B07:02 with pseudo-sequence HLA-B07:02. The binding affinity (normalized) is 0.847. The peptide sequence is RPRFDDAYNI. (4) The peptide sequence is YSMAGNWAKV. The MHC is HLA-A02:01 with pseudo-sequence HLA-A02:01. The binding affinity (normalized) is 0.523.